From a dataset of Full USPTO retrosynthesis dataset with 1.9M reactions from patents (1976-2016). Predict the reactants needed to synthesize the given product. Given the product [CH2:35]([CH:30]1[CH:31]=[C:32]([CH3:34])[CH2:33][CH:2]([CH3:1])[CH2:3][CH:4]([O:56][CH3:57])[CH:5]2[O:10][C:9]([OH:52])([CH:8]([CH3:53])[CH2:7][CH:6]2[O:54][CH3:55])[C:11](=[O:12])[C:13](=[O:14])[N:15]2[CH:20]([CH2:19][CH2:18][CH2:17][CH2:16]2)[C:21](=[O:22])[O:23][CH:24]([C:40]([CH3:51])=[CH:41][CH:42]2[CH2:43][CH2:44][CH:45]([O:50][C:64](=[O:71])[C:65]3[CH:70]=[CH:69][CH:68]=[CH:67][CH:66]=3)[CH:46]([O:48][CH3:49])[CH2:47]2)[CH:25]([CH3:39])[CH:26]([OH:38])[CH2:27][C:28]1=[O:29])[CH:36]=[CH2:37], predict the reactants needed to synthesize it. The reactants are: [CH3:1][C@H:2]1[CH2:33][C:32]([CH3:34])=[CH:31][C@@H:30]([CH2:35][CH:36]=[CH2:37])[C:28](=[O:29])[CH2:27][C@H:26]([OH:38])[C@@H:25]([CH3:39])[C@@H:24](/[C:40](/[CH3:51])=[CH:41]/[C@H:42]2[CH2:47][C@@H:46]([O:48][CH3:49])[C@H:45]([OH:50])[CH2:44][CH2:43]2)[O:23][C:21](=[O:22])[C@H:20]2[N:15]([CH2:16][CH2:17][CH2:18][CH2:19]2)[C:13](=[O:14])[C:11](=[O:12])[C@:9]2([OH:52])[O:10][C@@H:5]([C@@H:6]([O:54][CH3:55])[CH2:7][C@H:8]2[CH3:53])[C@@H:4]([O:56][CH3:57])[CH2:3]1.N1C=CC=CC=1.[C:64](Cl)(=[O:71])[C:65]1[CH:70]=[CH:69][CH:68]=[CH:67][CH:66]=1.